Dataset: Peptide-MHC class II binding affinity with 134,281 pairs from IEDB. Task: Regression. Given a peptide amino acid sequence and an MHC pseudo amino acid sequence, predict their binding affinity value. This is MHC class II binding data. (1) The peptide sequence is FENDEHIILYLVNFDK. The MHC is DRB1_1301 with pseudo-sequence DRB1_1301. The binding affinity (normalized) is 0.213. (2) The peptide sequence is LPKPPKPVSKMRMATPLLMQALPM. The MHC is DRB4_0101 with pseudo-sequence DRB4_0103. The binding affinity (normalized) is 0.806. (3) The peptide sequence is SWSLTDSSGKDMPGG. The MHC is DRB1_0101 with pseudo-sequence DRB1_0101. The binding affinity (normalized) is 0.479. (4) The peptide sequence is SELQMSWLPLCVRLE. The MHC is HLA-DQA10103-DQB10603 with pseudo-sequence HLA-DQA10103-DQB10603. The binding affinity (normalized) is 0.455. (5) The peptide sequence is PPPPQLGASPYKLGP. The MHC is HLA-DQA10102-DQB10602 with pseudo-sequence HLA-DQA10102-DQB10602. The binding affinity (normalized) is 0.583. (6) The peptide sequence is PKDSDEFIPMKSSWG. The MHC is DRB1_1302 with pseudo-sequence DRB1_1302. The binding affinity (normalized) is 0. (7) The peptide sequence is ISDFRAAIANYHYDA. The MHC is DRB1_0701 with pseudo-sequence DRB1_0701. The binding affinity (normalized) is 0.708. (8) The peptide sequence is GELQIVDKIDAAFKD. The MHC is DRB1_0101 with pseudo-sequence DRB1_0101. The binding affinity (normalized) is 0.357. (9) The binding affinity (normalized) is 0.780. The peptide sequence is VFTPLLALATNLTEL. The MHC is DRB1_0401 with pseudo-sequence DRB1_0401.